From a dataset of Reaction yield outcomes from USPTO patents with 853,638 reactions. Predict the reaction yield, written as a fraction of the theoretical maximum amount of product (1.0 means a 100% yield; for example, 0.34 means a 34% yield). (1) The reactants are [N+:1]([C:4]1[CH:5]=[C:6]([C@H:10]([OH:12])[CH3:11])[CH:7]=[CH:8][CH:9]=1)([O-:3])=[O:2].[Cl:13][C:14]1[CH:19]=[N:18][CH:17]=[C:16](Cl)[N:15]=1.[H-].[Na+].C(=O)([O-])O.[Na+]. The catalyst is O1CCOCC1.C(OCC)(=O)C. The product is [Cl:13][C:14]1[CH:19]=[N:18][CH:17]=[C:16]([O:12][C@@H:10]([C:6]2[CH:7]=[CH:8][CH:9]=[C:4]([N+:1]([O-:3])=[O:2])[CH:5]=2)[CH3:11])[N:15]=1. The yield is 0.890. (2) The reactants are [Cl:1][C:2]1[CH:11]=[C:10]2[C:5]([CH:6]=[CH:7][NH:8][C:9]2=[O:12])=[CH:4][CH:3]=1.[Br:13]N1C(=O)CCC1=O. The catalyst is CC#N. The product is [Br:13][C:6]1[C:5]2[C:10](=[CH:11][C:2]([Cl:1])=[CH:3][CH:4]=2)[C:9](=[O:12])[NH:8][CH:7]=1. The yield is 0.900. (3) The reactants are [S:1]1CC[NH:3][CH2:2]1.[CH:6]1[C:11]([CH:12]=O)=[CH:10][C:9]2[O:14][CH2:15][O:16][C:8]=2[CH:7]=1.NC[CH2:19][C:20]([OH:22])=O.C(O)(=[O:25])C. No catalyst specified. The product is [O:16]1[C:8]2[CH:7]=[CH:6][C:11]([CH:12]=[C:19]3[S:1][C:2](=[O:25])[NH:3][C:20]3=[O:22])=[CH:10][C:9]=2[O:14][CH2:15]1. The yield is 0.840.